This data is from Forward reaction prediction with 1.9M reactions from USPTO patents (1976-2016). The task is: Predict the product of the given reaction. (1) Given the reactants [NH2:1][C:2]1[CH:7]=[C:6]([Cl:8])[CH:5]=[CH:4][C:3]=1[NH:9][C:10]1[CH:18]=[CH:17][CH:16]=[CH:15][C:11]=1[C:12](O)=[O:13].C1(OC2C=CC=CC=2)C=CC=CC=1, predict the reaction product. The product is: [Cl:8][C:6]1[CH:5]=[CH:4][C:3]2[NH:9][C:10]3[CH:18]=[CH:17][CH:16]=[CH:15][C:11]=3[C:12](=[O:13])[NH:1][C:2]=2[CH:7]=1. (2) Given the reactants CC1C=C(OCCCN2CCOCC2)C=CC=1N.[Cl:19][C:20]1[CH:21]=[C:22]([CH:32]=[CH:33][C:34]=1[N+:35]([O-])=O)[O:23][CH2:24][CH2:25][N:26]1[CH2:31][CH2:30][O:29][CH2:28][CH2:27]1.C([O-])=O.[NH4+], predict the reaction product. The product is: [Cl:19][C:20]1[CH:21]=[C:22]([O:23][CH2:24][CH2:25][N:26]2[CH2:31][CH2:30][O:29][CH2:28][CH2:27]2)[CH:32]=[CH:33][C:34]=1[NH2:35]. (3) Given the reactants C(OC(C1C=C(C2C=CC(C[S:19][CH2:20][CH2:21][OH:22])=CC=2)C=CC=1)=O)C.[CH2:23]([O:25][C:26]([C:28]1[CH:33]=[CH:32][C:31]([C:34]2[CH:39]=[CH:38][CH:37]=[CH:36][C:35]=2[CH2:40]Br)=[CH:30][CH:29]=1)=[O:27])[CH3:24].SCCO.C(=O)([O-])[O-].[K+].[K+], predict the reaction product. The product is: [CH2:23]([O:25][C:26]([C:28]1[CH:33]=[CH:32][C:31]([C:34]2[CH:39]=[CH:38][CH:37]=[CH:36][C:35]=2[CH2:40][S:19][CH2:20][CH2:21][OH:22])=[CH:30][CH:29]=1)=[O:27])[CH3:24]. (4) Given the reactants [Cl:1][C:2]1[CH:3]=[C:4]2[C:9](=[C:10]([O:20]C)[C:11]=1[C:12]1[CH:17]=[CH:16][C:15]([F:18])=[CH:14][C:13]=1[F:19])[N:8]=[CH:7][N:6]=[C:5]2[N:22]1[CH2:27][CH2:26][N:25]([C:28](=[O:31])[CH:29]=[CH2:30])[CH2:24][CH2:23]1.B(Br)(Br)Br.C([O-])(O)=O.[Na+], predict the reaction product. The product is: [Cl:1][C:2]1[CH:3]=[C:4]2[C:9](=[C:10]([OH:20])[C:11]=1[C:12]1[CH:17]=[CH:16][C:15]([F:18])=[CH:14][C:13]=1[F:19])[N:8]=[CH:7][N:6]=[C:5]2[N:22]1[CH2:27][CH2:26][N:25]([C:28](=[O:31])[CH:29]=[CH2:30])[CH2:24][CH2:23]1. (5) The product is: [CH3:24][O:25][C:26]1[O:1][C:2]([CH3:23])([CH3:22])[CH:3]([C:8]2[CH:13]=[CH:12][C:11]([CH2:14][CH2:15][N:16]3[CH2:21][CH2:20][O:19][CH2:18][CH2:17]3)=[CH:10][CH:9]=2)[S:4](=[O:5])(=[O:6])[N:7]=1. Given the reactants [OH:1][C:2]([CH3:23])([CH3:22])[CH:3]([C:8]1[CH:13]=[CH:12][C:11]([CH2:14][CH2:15][N:16]2[CH2:21][CH2:20][O:19][CH2:18][CH2:17]2)=[CH:10][CH:9]=1)[S:4]([NH2:7])(=[O:6])=[O:5].[C:24](OC)(OC)(OC)[O:25][CH3:26], predict the reaction product. (6) Given the reactants [NH:1]([C:3]1[CH:12]=[CH:11][CH:10]=[C:9]2[C:4]=1[CH:5]=[CH:6][CH:7]=[N:8]2)[NH2:2].[CH3:13][C:14]1([C:22](O)=[O:23])[CH2:19][CH2:18][CH2:17][C:16]([CH3:21])([CH3:20])[CH2:15]1, predict the reaction product. The product is: [CH3:13][C:14]1([C:22]([NH:2][NH:1][C:3]2[CH:12]=[CH:11][CH:10]=[C:9]3[C:4]=2[CH:5]=[CH:6][CH:7]=[N:8]3)=[O:23])[CH2:19][CH2:18][CH2:17][C:16]([CH3:20])([CH3:21])[CH2:15]1.